This data is from Reaction yield outcomes from USPTO patents with 853,638 reactions. The task is: Predict the reaction yield, written as a fraction of the theoretical maximum amount of product (1.0 means a 100% yield; for example, 0.34 means a 34% yield). (1) The reactants are [C:1]([C:4]1[N:9]=[C:8]([C:10]2[CH:15]=[CH:14][C:13](B(O)O)=[C:12](Cl)[CH:11]=2)[C:7]([CH3:20])=[N:6][C:5]=1[CH3:21])(=[O:3])[NH2:2].P([O-])([O-])([O-])=O.[K+].[K+].[K+].Br[C:31]1[CH:43]=[CH:42][C:34]([CH2:35][C:36]2[NH:40][C:39](=[O:41])[O:38][N:37]=2)=[CH:33][C:32]=1[Cl:44]. The catalyst is COCCOC.CO.O.Cl[Pd]Cl.C1(P(C2C=CC=CC=2)[C-]2C=CC=C2)C=CC=CC=1.[C-]1(P(C2C=CC=CC=2)C2C=CC=CC=2)C=CC=C1.[Fe+2]. The product is [Cl:44][C:32]1[CH:33]=[C:34]([CH2:35][C:36]2[NH:40][C:39](=[O:41])[O:38][N:37]=2)[CH:42]=[CH:43][C:31]=1[C:13]1[CH:14]=[CH:15][C:10]([C:8]2[N:9]=[C:4]([C:1]([NH2:2])=[O:3])[C:5]([CH3:21])=[N:6][C:7]=2[CH3:20])=[CH:11][CH:12]=1. The yield is 0.298. (2) The reactants are C(OC[CH:10]([C:19]1[NH:20][C:21]([C:29]2[CH:38]=[CH:37][CH:36]=[C:35]3[C:30]=2[N:31]=[C:32]([NH:40][C:41]2(C)[CH2:43][CH2:42]2)[C:33]([CH3:39])=[N:34]3)=[CH:22][C:23]=1[C:24]([O:26][CH2:27][CH3:28])=[O:25])[NH:11][C:12]([O:14][C:15]([CH3:18])([CH3:17])[CH3:16])=[O:13])C1C=CC=CC=1.C(OC(NCC(=O)CC([O-])=O)=O)(C)(C)C.C([O-])([O-])=O.[K+].[K+].BrCC(C1C(F)=CC=C2C=1N=C(NC1CC1)C(C)=N2)=O.C(OC(NCC(=O)C(CC(C1C=CC=C2C=1N=C(NC1CC1)C(C)=N2)=O)C(OCC)=O)=O)(C)(C)C. The catalyst is CN(C=O)C.CCO.CC(O)=O. The product is [C:15]([O:14][C:12]([NH:11][CH2:10][C:19]1[NH:20][C:21]([C:29]2[CH:38]=[CH:37][CH:36]=[C:35]3[C:30]=2[N:31]=[C:32]([NH:40][CH:41]2[CH2:42][CH2:43]2)[C:33]([CH3:39])=[N:34]3)=[CH:22][C:23]=1[C:24]([O:26][CH2:27][CH3:28])=[O:25])=[O:13])([CH3:16])([CH3:17])[CH3:18]. The yield is 0.350. (3) The reactants are [CH3:1][N:2]([CH3:33])[C:3]([C:5]1[N:27]([CH:28]2[CH2:32][CH2:31][CH2:30][CH2:29]2)[C:8]2[N:9]=[C:10]([NH:13][C:14]3[CH:19]=[CH:18][C:17]([N:20]4[CH2:25][CH2:24][NH:23][C@H:22]([CH3:26])[CH2:21]4)=[CH:16][N:15]=3)[N:11]=[CH:12][C:7]=2[CH:6]=1)=[O:4].Br[CH2:35][CH2:36][OH:37]. No catalyst specified. The product is [CH3:33][N:2]([CH3:1])[C:3]([C:5]1[N:27]([CH:28]2[CH2:32][CH2:31][CH2:30][CH2:29]2)[C:8]2[N:9]=[C:10]([NH:13][C:14]3[CH:19]=[CH:18][C:17]([N:20]4[CH2:25][CH2:24][N:23]([CH2:35][CH2:36][OH:37])[C@H:22]([CH3:26])[CH2:21]4)=[CH:16][N:15]=3)[N:11]=[CH:12][C:7]=2[CH:6]=1)=[O:4]. The yield is 0.680. (4) The reactants are [NH2:1][C:2]1[CH:10]=[C:9]([C:11]([O:13]C)=[O:12])[CH:8]=[C:7]2[C:3]=1[CH:4]=[CH:5][NH:6]2.N1C=CC=CC=1.Cl[CH2:22][CH2:23][CH2:24][CH2:25][S:26](Cl)(=[O:28])=[O:27].CCN(CC)CC.[OH-].[Na+]. The catalyst is C(Cl)Cl.CN(C1C=CN=CC=1)C.CCOC(C)=O. The product is [O:27]=[S:26]1(=[O:28])[CH2:25][CH2:24][CH2:23][CH2:22][N:1]1[C:2]1[CH:10]=[C:9]([C:11]([OH:13])=[O:12])[CH:8]=[C:7]2[C:3]=1[CH:4]=[CH:5][NH:6]2. The yield is 0.200. (5) The reactants are Br[C:2]([CH3:9])([CH3:8])[C:3]([O:5][CH2:6][CH3:7])=[O:4].[CH:10]1([NH2:13])[CH2:12][CH2:11]1.C([O-])([O-])=O.[K+].[K+]. The catalyst is CC#N. The product is [CH:10]1([NH:13][C:2]([CH3:9])([CH3:8])[C:3]([O:5][CH2:6][CH3:7])=[O:4])[CH2:12][CH2:11]1. The yield is 0.460. (6) The reactants are [CH3:1][C:2]1[CH:11]=[CH:10][C:9]2[C:4](=[CH:5][CH:6]=[CH:7][C:8]=2[N:12]2[CH2:17][CH2:16][N:15]([CH2:18][CH2:19][C:20]3[CH:21]=[C:22]([CH:24]=[CH:25][CH:26]=3)[NH2:23])[CH2:14][CH2:13]2)[N:3]=1.[CH3:27][CH:28]([CH3:32])[C:29](Cl)=[O:30]. No catalyst specified. The product is [CH3:27][CH:28]([CH3:32])[C:29]([NH:23][C:22]1[CH:24]=[CH:25][CH:26]=[C:20]([CH2:19][CH2:18][N:15]2[CH2:14][CH2:13][N:12]([C:8]3[CH:7]=[CH:6][CH:5]=[C:4]4[C:9]=3[CH:10]=[CH:11][C:2]([CH3:1])=[N:3]4)[CH2:17][CH2:16]2)[CH:21]=1)=[O:30]. The yield is 0.810. (7) The reactants are [NH2:1][C:2]1[CH:3]=[C:4]([C:13]([F:16])([F:15])[F:14])[C:5]([C:8]([CH3:12])([CH3:11])[C:9]#[N:10])=[N:6][CH:7]=1.[CH2:17]([O:19][C:20]1[C:25](=[O:26])[NH:24][CH:23]=[C:22]([C:27]2[CH:32]=[CH:31][C:30]([CH2:33][C:34](O)=[O:35])=[C:29]([F:37])[CH:28]=2)[CH:21]=1)[CH3:18].C1C=CC2N(O)N=NC=2C=1.C(Cl)C[Cl:50].CCN(CC)CC. The catalyst is CN(C=O)C. The product is [ClH:50].[C:9]([C:8]([C:5]1[N:6]=[CH:7][C:2]([NH:1][C:34](=[O:35])[CH2:33][C:30]2[CH:31]=[CH:32][C:27]([C:22]3[CH:21]=[C:20]([O:19][CH2:17][CH3:18])[C:25](=[O:26])[NH:24][CH:23]=3)=[CH:28][C:29]=2[F:37])=[CH:3][C:4]=1[C:13]([F:16])([F:14])[F:15])([CH3:12])[CH3:11])#[N:10]. The yield is 0.264. (8) The reactants are Cl.[CH3:2][CH:3]([CH3:8])[CH2:4][C:5](O)=[O:6].[NH2:9][C@@H:10]([CH2:28][O:29][CH2:30][C:31]1[CH:36]=[CH:35][CH:34]=[CH:33][CH:32]=1)[C:11]([NH:13][C:14]1[CH:19]=[CH:18][C:17]([O:20][C:21]2[CH:26]=[CH:25][C:24]([F:27])=[CH:23][CH:22]=2)=[CH:16][CH:15]=1)=[O:12]. No catalyst specified. The product is [CH2:30]([O:29][CH2:28][C@H:10]([NH:9][C:5](=[O:6])[CH2:4][CH:3]([CH3:8])[CH3:2])[C:11]([NH:13][C:14]1[CH:19]=[CH:18][C:17]([O:20][C:21]2[CH:26]=[CH:25][C:24]([F:27])=[CH:23][CH:22]=2)=[CH:16][CH:15]=1)=[O:12])[C:31]1[CH:36]=[CH:35][CH:34]=[CH:33][CH:32]=1. The yield is 0.538.